From a dataset of Full USPTO retrosynthesis dataset with 1.9M reactions from patents (1976-2016). Predict the reactants needed to synthesize the given product. (1) Given the product [S:60]1[C:61]2[CH:67]=[CH:66][CH:65]=[CH:64][C:62]=2[N:63]=[C:59]1[NH:58][C:8](=[O:10])[CH:7]([C:11]1[CH:16]=[CH:15][C:14]([S:17]([CH3:20])(=[O:18])=[O:19])=[C:13]([N+:21]([O-:23])=[O:22])[CH:12]=1)[CH2:6][CH:1]1[CH2:2][CH2:3][CH2:4][CH2:5]1, predict the reactants needed to synthesize it. The reactants are: [CH:1]1([CH2:6][CH:7]([C:11]2[CH:16]=[CH:15][C:14]([S:17]([CH3:20])(=[O:19])=[O:18])=[C:13]([N+:21]([O-:23])=[O:22])[CH:12]=2)[C:8]([OH:10])=O)[CH2:5][CH2:4][CH2:3][CH2:2]1.C(N(CC)CC)C.F[P-](F)(F)(F)(F)F.N1(O[P+](N(C)C)(N(C)C)N(C)C)C2C=CC=CC=2N=N1.[NH2:58][C:59]1[S:60][C:61]2[CH:67]=[CH:66][CH:65]=[CH:64][C:62]=2[N:63]=1.Cl. (2) Given the product [Br:21][C:18]1[CH:19]=[CH:20][N:15]2[N:14]=[C:27]([C:26]3[CH:30]=[CH:31][CH:32]=[CH:33][C:25]=3[O:24][CH3:23])[N:22]=[C:16]2[CH:17]=1, predict the reactants needed to synthesize it. The reactants are: CC1C=C(C)C=C(C)C=1S([O-])(=O)=O.[NH2:14][N+:15]1[CH:20]=[CH:19][C:18]([Br:21])=[CH:17][C:16]=1[NH2:22].[CH3:23][O:24][C:25]1[CH:33]=[CH:32][CH:31]=[CH:30][C:26]=1[C:27](Cl)=O. (3) Given the product [O:21]=[C:22]1[C:30]2[C:25](=[CH:26][CH:27]=[CH:28][CH:29]=2)[C:24](=[O:31])[N:23]1[CH2:32][CH2:33][CH2:34][NH:1][C:2]1[C:3]([C:16]([O:18][CH2:19][CH3:20])=[O:17])=[N:4][CH:5]=[C:6]([CH2:8][C:9]2[CH:10]=[CH:11][C:12]([F:15])=[CH:13][CH:14]=2)[CH:7]=1, predict the reactants needed to synthesize it. The reactants are: [NH2:1][C:2]1[C:3]([C:16]([O:18][CH2:19][CH3:20])=[O:17])=[N:4][CH:5]=[C:6]([CH2:8][C:9]2[CH:14]=[CH:13][C:12]([F:15])=[CH:11][CH:10]=2)[CH:7]=1.[O:21]=[C:22]1[C:30]2[C:25](=[CH:26][CH:27]=[CH:28][CH:29]=2)[C:24](=[O:31])[N:23]1[CH2:32][CH2:33][CH:34]=O.C(O[BH-](OC(=O)C)OC(=O)C)(=O)C.[Na+]. (4) Given the product [Br:1][C:2]1[C:6]2[CH:7]=[C:8]([O:11][CH3:12])[CH:9]=[CH:10][C:5]=2[O:4][C:3]=1[CH:13]([NH:20][C:21]1[CH:22]=[CH:23][C:24]([C:27]([NH:29][CH2:30][CH2:31][C:32]([OH:34])=[O:33])=[O:28])=[CH:25][CH:26]=1)[CH:14]1[CH2:19][CH2:18][CH2:17][CH2:16][CH2:15]1, predict the reactants needed to synthesize it. The reactants are: [Br:1][C:2]1[C:6]2[CH:7]=[C:8]([O:11][CH3:12])[CH:9]=[CH:10][C:5]=2[O:4][C:3]=1[CH:13]([NH:20][C:21]1[CH:26]=[CH:25][C:24]([C:27]([NH:29][CH2:30][CH2:31][C:32]([O:34]CC)=[O:33])=[O:28])=[CH:23][CH:22]=1)[CH:14]1[CH2:19][CH2:18][CH2:17][CH2:16][CH2:15]1.O1CCCC1.[OH-].[Na+]. (5) Given the product [F:19][C:20]([F:33])([F:32])[S:21]([O:12][C:11]1[CH:10]=[CH:9][C:6]([C:7]#[N:8])=[CH:5][C:4]=1[C:1](=[O:3])[CH3:2])(=[O:23])=[O:22], predict the reactants needed to synthesize it. The reactants are: [C:1]([C:4]1[CH:5]=[C:6]([CH:9]=[CH:10][C:11]=1[OH:12])[C:7]#[N:8])(=[O:3])[CH3:2].N1C=CC=CC=1.[F:19][C:20]([F:33])([F:32])[S:21](O[S:21]([C:20]([F:33])([F:32])[F:19])(=[O:23])=[O:22])(=[O:23])=[O:22]. (6) Given the product [N:1]1[CH:6]=[CH:5][CH:4]=[C:3]([C:7]2[O:11][C:10]([NH:12][C:20](=[O:21])[O:22][CH2:23][C:24]([Cl:27])([Cl:26])[Cl:25])=[N:9][N:8]=2)[CH:2]=1, predict the reactants needed to synthesize it. The reactants are: [N:1]1[CH:6]=[CH:5][CH:4]=[C:3]([C:7]2[O:11][C:10]([NH2:12])=[N:9][N:8]=2)[CH:2]=1.N1C=CC=CC=1.Cl[C:20]([O:22][CH2:23][C:24]([Cl:27])([Cl:26])[Cl:25])=[O:21].O. (7) Given the product [F:2][C:3]1[CH:8]=[CH:7][C:6]([NH:9][C:10]2[CH:15]=[CH:14][N:13]=[C:12]([NH:16][C:17]3[CH:22]=[CH:21][C:20]([S:23]([NH:28][CH2:29][C:30]([NH:32][CH:33]4[CH2:34][CH2:35][O:36][CH2:37][CH2:38]4)=[O:31])(=[O:25])=[O:24])=[CH:19][CH:18]=3)[N:11]=2)=[CH:5][CH:4]=1, predict the reactants needed to synthesize it. The reactants are: Cl.[F:2][C:3]1[CH:8]=[CH:7][C:6]([NH:9][C:10]2[CH:15]=[CH:14][N:13]=[C:12]([NH:16][C:17]3[CH:22]=[CH:21][C:20]([S:23](Cl)(=[O:25])=[O:24])=[CH:19][CH:18]=3)[N:11]=2)=[CH:5][CH:4]=1.Cl.[NH2:28][CH2:29][C:30]([N:32](C)[CH:33]1[CH2:38][CH2:37][O:36][CH2:35][CH2:34]1)=[O:31]. (8) Given the product [Cl:18][C:4]1[C:5]([O:8][CH2:9][CH2:10][N:11]2[CH2:16][CH2:15][N:14]([CH3:17])[CH2:13][CH2:12]2)=[N:6][CH:7]=[C:2]([B:36]2[O:40][C:39]([CH3:42])([CH3:41])[C:38]([CH3:44])([CH3:43])[O:37]2)[C:3]=1[CH3:19], predict the reactants needed to synthesize it. The reactants are: Br[C:2]1[C:3]([CH3:19])=[C:4]([Cl:18])[C:5]([O:8][CH2:9][CH2:10][N:11]2[CH2:16][CH2:15][N:14]([CH3:17])[CH2:13][CH2:12]2)=[N:6][CH:7]=1.C(=O)=O.CC(C)=O.[Li]CCCC.C(O[B:36]1[O:40][C:39]([CH3:42])([CH3:41])[C:38]([CH3:44])([CH3:43])[O:37]1)(C)C. (9) Given the product [Br:1][C:2]1[CH:3]=[C:4]([NH:14][C:16]2[C:25]3[C:20](=[CH:21][C:22]([F:27])=[CH:23][C:24]=3[F:26])[N:19]=[C:18]([C:28]3[CH:33]=[CH:32][CH:31]=[CH:30][N:29]=3)[C:17]=2[CH3:34])[C:5]([N:8]2[CH2:13][CH2:12][CH2:11][CH2:10][CH2:9]2)=[N:6][CH:7]=1, predict the reactants needed to synthesize it. The reactants are: [Br:1][C:2]1[CH:3]=[C:4]([NH2:14])[C:5]([N:8]2[CH2:13][CH2:12][CH2:11][CH2:10][CH2:9]2)=[N:6][CH:7]=1.Cl[C:16]1[C:25]2[C:20](=[CH:21][C:22]([F:27])=[CH:23][C:24]=2[F:26])[N:19]=[C:18]([C:28]2[CH:33]=[CH:32][CH:31]=[CH:30][N:29]=2)[C:17]=1[CH3:34].Cl.O1CCOCC1.